This data is from Reaction yield outcomes from USPTO patents with 853,638 reactions. The task is: Predict the reaction yield, written as a fraction of the theoretical maximum amount of product (1.0 means a 100% yield; for example, 0.34 means a 34% yield). (1) The reactants are [CH2:1]([O:3][C:4]([CH:6]1[C:11](=[O:12])[CH2:10][CH2:9][N:8]([C:13]([O:15][C:16]([CH3:19])([CH3:18])[CH3:17])=[O:14])[CH2:7]1)=[O:5])[CH3:2].Cl.[N:21]1[CH:26]=[CH:25][CH:24]=[CH:23][C:22]=1[CH2:27]Cl.C(=O)([O-])[O-].[K+].[K+].[I-].[K+].C1N2CCN(CC2)C1. The catalyst is CN(C=O)C.O. The product is [CH2:1]([O:3][C:4]([C:6]1([CH2:27][C:22]2[CH:23]=[CH:24][CH:25]=[CH:26][N:21]=2)[C:11](=[O:12])[CH2:10][CH2:9][N:8]([C:13]([O:15][C:16]([CH3:18])([CH3:17])[CH3:19])=[O:14])[CH2:7]1)=[O:5])[CH3:2]. The yield is 0.650. (2) The reactants are [CH2:1]([N:3]1[C:7]([C:8]2[CH:9]=[C:10]([C:13]([O:15][CH3:16])=[O:14])[O:11][CH:12]=2)=[CH:6][CH:5]=[N:4]1)[CH3:2].C1C(=O)N([Cl:24])C(=O)C1. The catalyst is C1COCC1. The product is [Cl:24][C:6]1[CH:5]=[N:4][N:3]([CH2:1][CH3:2])[C:7]=1[C:8]1[CH:9]=[C:10]([C:13]([O:15][CH3:16])=[O:14])[O:11][CH:12]=1. The yield is 0.750. (3) The reactants are CS([C:4]1[CH:9]=[CH:8][N:7]=[C:6]([C:10]2[C:18]3[C:13](=[N:14][CH:15]=[CH:16][CH:17]=3)[NH:12][N:11]=2)[N:5]=1)=O.[N:19]1(C(OC(C)(C)C)=O)[CH2:24][CH2:23][NH:22][CH2:21][CH2:20]1.C(=O)([O-])[O-].[K+].[K+]. The catalyst is CN1C(=O)CCC1.CCOC(C)=O. The product is [N:19]1([C:4]2[CH:9]=[CH:8][N:7]=[C:6]([C:10]3[C:18]4[C:13](=[N:14][CH:15]=[CH:16][CH:17]=4)[NH:12][N:11]=3)[N:5]=2)[CH2:24][CH2:23][NH:22][CH2:21][CH2:20]1. The yield is 0.110.